This data is from Full USPTO retrosynthesis dataset with 1.9M reactions from patents (1976-2016). The task is: Predict the reactants needed to synthesize the given product. Given the product [CH2:18]([O:14][C:13]([C:6]1[CH:7]=[C:8]([CH:12]=[C:4]([N+:1]([O-:3])=[O:2])[CH:5]=1)[C:9]([OH:11])=[O:10])=[O:15])[CH:17]=[CH2:16], predict the reactants needed to synthesize it. The reactants are: [N+:1]([C:4]1[CH:5]=[C:6]([C:13]([OH:15])=[O:14])[CH:7]=[C:8]([CH:12]=1)[C:9]([OH:11])=[O:10])([O-:3])=[O:2].[CH2:16](Br)[CH:17]=[CH2:18].